Dataset: Forward reaction prediction with 1.9M reactions from USPTO patents (1976-2016). Task: Predict the product of the given reaction. Given the reactants Br[C:2]1[C:3]2[C:8]([CH:9]=[C:10]3[C:15]=1[CH:14]=[CH:13][CH:12]=[CH:11]3)=[CH:7][CH:6]=[CH:5][CH:4]=2.[C:16]1([BrH](O)(=O)=O)[CH:21]=[CH:20][CH:19]=[CH:18][CH:17]=1.C(=O)([O-])[O-].[K+].[K+].C1(C)C=CC=CC=1P(C1C=CC=CC=1C)C1C=CC=CC=1C, predict the reaction product. The product is: [C:16]1([C:2]2[C:3]3[C:8]([CH:9]=[C:10]4[C:15]=2[CH:14]=[CH:13][CH:12]=[CH:11]4)=[CH:7][CH:6]=[CH:5][CH:4]=3)[CH:21]=[CH:20][CH:19]=[CH:18][CH:17]=1.